This data is from Catalyst prediction with 721,799 reactions and 888 catalyst types from USPTO. The task is: Predict which catalyst facilitates the given reaction. (1) Reactant: COC1C=CC(C([NH:18][C:19]2[N:27]=[C:26]([Cl:28])[N:25]=[C:24]3[C:20]=2[N:21]=[CH:22][N:23]3[C@@H:29]2[CH2:33][C@H:32]([N:34](C(OC(C)(C)C)=O)C(OC(C)(C)C)=O)[C@@H:31]([OH:49])[C@H:30]2[OH:50])C2C=CC(OC)=CC=2)=CC=1.[C:51]([OH:57])([C:53]([F:56])([F:55])[F:54])=[O:52]. Product: [F:54][C:53]([F:56])([F:55])[C:51]([OH:57])=[O:52].[NH2:34][C@H:32]1[CH2:33][C@@H:29]([N:23]2[CH:22]=[N:21][C:20]3[C:24]2=[N:25][C:26]([Cl:28])=[N:27][C:19]=3[NH2:18])[C@H:30]([OH:50])[C@@H:31]1[OH:49]. The catalyst class is: 4. (2) Reactant: [CH2:1]([N:8]1[C:16]2[C:15](=[O:17])[N:14]([CH3:18])[C:13](=[O:19])[N:12]([CH3:20])[C:11]=2[N:10]=[C:9]1Cl)[C:2]1[CH:7]=[CH:6][CH:5]=[CH:4][CH:3]=1.[C:22]([O:26][C:27]([NH:29][C@H:30]1[CH2:34][CH2:33][NH:32][CH2:31]1)=[O:28])([CH3:25])([CH3:24])[CH3:23].C(N(CC)CC)C.CN(C=O)C. Product: [C:22]([O:26][C:27](=[O:28])[NH:29][CH:30]1[CH2:34][CH2:33][N:32]([C:9]2[N:8]([CH2:1][C:2]3[CH:7]=[CH:6][CH:5]=[CH:4][CH:3]=3)[C:16]3[C:15](=[O:17])[N:14]([CH3:18])[C:13](=[O:19])[N:12]([CH3:20])[C:11]=3[N:10]=2)[CH2:31]1)([CH3:25])([CH3:23])[CH3:24]. The catalyst class is: 41. (3) Reactant: [C:1]([O:5][C:6]([N:8]([CH3:24])[C@H:9]([C:19]1[O:20][CH:21]=[CH:22][CH:23]=1)[C@H:10]([CH3:18])[CH2:11][O:12][CH2:13][C:14](OC)=[O:15])=[O:7])([CH3:4])([CH3:3])[CH3:2].[BH4-].[Na+]. Product: [O:20]1[CH:21]=[CH:22][CH:23]=[C:19]1[C@@H:9]([N:8]([CH3:24])[C:6](=[O:7])[O:5][C:1]([CH3:3])([CH3:2])[CH3:4])[C@H:10]([CH3:18])[CH2:11][O:12][CH2:13][CH2:14][OH:15]. The catalyst class is: 5. (4) Reactant: F[C:2]1[CH:9]=[CH:8][C:5]([C:6]#[N:7])=[CH:4][CH:3]=1.C(=O)([O-])[O-].[K+].[K+].[OH:16][C:17]1[CH:18]=[C:19]([CH:22]=[CH:23][CH:24]=1)[CH:20]=[O:21]. Product: [CH:20]([C:19]1[CH:18]=[C:17]([CH:24]=[CH:23][CH:22]=1)[O:16][C:2]1[CH:9]=[CH:8][C:5]([C:6]#[N:7])=[CH:4][CH:3]=1)=[O:21]. The catalyst class is: 3. (5) Reactant: [C:1]1([NH2:8])[C:2]([NH2:7])=[CH:3][CH:4]=[CH:5][CH:6]=1.[C:9]1(=O)OC(=O)C[CH2:10]1.S(=O)(=O)(O)[OH:17].O1[CH2:26][CH2:25][O:24][CH2:23][CH2:22]1. Product: [NH:7]1[C:2]2[CH:3]=[CH:4][CH:5]=[CH:6][C:1]=2[N:8]=[C:9]1[CH2:10][CH2:22][C:23]([O:24][CH2:25][CH3:26])=[O:17]. The catalyst class is: 8.